Dataset: Merck oncology drug combination screen with 23,052 pairs across 39 cell lines. Task: Regression. Given two drug SMILES strings and cell line genomic features, predict the synergy score measuring deviation from expected non-interaction effect. Drug 1: CN(C)C(=N)N=C(N)N. Drug 2: O=C(O)C1(Cc2cccc(Nc3nccs3)n2)CCC(Oc2cccc(Cl)c2F)CC1. Cell line: OVCAR3. Synergy scores: synergy=-10.00.